Dataset: Catalyst prediction with 721,799 reactions and 888 catalyst types from USPTO. Task: Predict which catalyst facilitates the given reaction. (1) Reactant: [H-].[Na+].[NH2:3][C@@H:4]1[C:13]2[C:8](=[CH:9][CH:10]=[CH:11][CH:12]=2)[C@H:7]([OH:14])[CH2:6][CH2:5]1.F[C:16]1[CH:17]=[CH:18][C:19]2[N:20]([C:22]([C:25]3([N:30]([CH3:32])[CH3:31])[CH2:29][CH2:28][CH2:27][CH2:26]3)=[N:23][N:24]=2)[CH:21]=1. Product: [CH3:31][N:30]([CH3:32])[C:25]1([C:22]2[N:20]3[CH:21]=[C:16]([O:14][C@H:7]4[C:8]5[C:13](=[CH:12][CH:11]=[CH:10][CH:9]=5)[C@@H:4]([NH2:3])[CH2:5][CH2:6]4)[CH:17]=[CH:18][C:19]3=[N:24][N:23]=2)[CH2:29][CH2:28][CH2:27][CH2:26]1. The catalyst class is: 3. (2) Reactant: FC(F)(F)C(O)=O.[CH:8]1([C:14]2([CH2:38][CH2:39][CH2:40][CH2:41][CH3:42])[CH2:17][N:16]([C:18](=[O:37])[C@H:19]([NH:29]C(=O)OC(C)(C)C)[CH2:20][C:21]3[CH:26]=[CH:25][C:24]([O:27][CH3:28])=[CH:23][CH:22]=3)[CH2:15]2)[CH2:13][CH2:12][CH2:11][CH2:10][CH2:9]1. Product: [NH2:29][C@H:19]([CH2:20][C:21]1[CH:22]=[CH:23][C:24]([O:27][CH3:28])=[CH:25][CH:26]=1)[C:18]([N:16]1[CH2:17][C:14]([CH:8]2[CH2:13][CH2:12][CH2:11][CH2:10][CH2:9]2)([CH2:38][CH2:39][CH2:40][CH2:41][CH3:42])[CH2:15]1)=[O:37]. The catalyst class is: 4. (3) The catalyst class is: 408. Product: [CH:9]1([N:8]2[C:4]([CH:1]3[CH2:3][CH2:2]3)=[N:5][N:6]=[C:7]2[C:12]([N:14]2[CH2:15][C:16]3[C:17](=[CH:32][CH:33]=[CH:34][CH:39]=3)[C:18]2=[O:26])([CH3:19])[CH3:13])[CH2:10][CH2:11]1. Reactant: [CH:1]1([C:4]2[N:8]([CH:9]3[CH2:11][CH2:10]3)[C:7]([C:12]([CH3:19])([N:14]3[CH:18]=[CH:17][CH:16]=[CH:15]3)[CH3:13])=[N:6][N:5]=2)[CH2:3][CH2:2]1.CN(C=O)C.C(=O)([O-])[O-:26].[K+].[K+].Br[CH2:32][C:33]1C=CC=C[C:34]=1[CH2:39]Br. (4) Reactant: [C:1]([O:5][C:6]([N:8]1[C:12]2[CH:13]=[C:14]([C:16](C)(C)[O:17][SiH2]C(C)(C)C)[S:15][C:11]=2[C:10]([I:25])=[N:9]1)=[O:7])([CH3:4])([CH3:3])[CH3:2].CCCC[N+](CCCC)(CCCC)CCCC.[F-]. Product: [C:1]([O:5][C:6]([N:8]1[C:12]2[CH:13]=[C:14]([CH2:16][OH:17])[S:15][C:11]=2[C:10]([I:25])=[N:9]1)=[O:7])([CH3:4])([CH3:2])[CH3:3]. The catalyst class is: 7. (5) Reactant: [NH2:1][OH:2].[N:3]1[CH:8]=[CH:7][CH:6]=[N:5][C:4]=1[CH2:9][CH2:10][CH2:11][CH:12]=[CH:13][S:14]([N:17]1[CH2:22][CH2:21][N:20]([C:23]2[N:28]=[CH:27][C:26]([C:29]3[CH:34]=[CH:33][CH:32]=[CH:31][N:30]=3)=[CH:25][CH:24]=2)[CH2:19][CH2:18]1)(=[O:16])=[O:15]. Product: [OH:2][NH:1][CH:12]([CH2:11][CH2:10][CH2:9][C:4]1[N:3]=[CH:8][CH:7]=[CH:6][N:5]=1)[CH2:13][S:14]([N:17]1[CH2:22][CH2:21][N:20]([C:23]2[N:28]=[CH:27][C:26]([C:29]3[CH:34]=[CH:33][CH:32]=[CH:31][N:30]=3)=[CH:25][CH:24]=2)[CH2:19][CH2:18]1)(=[O:15])=[O:16]. The catalyst class is: 1. (6) Reactant: [O:1]=[C:2]([CH3:30])[CH2:3][CH2:4][C:5]1[CH:6]=[CH:7][C:8]([NH:11][C:12](=[O:29])[CH:13]([NH:17][C:18](=[O:28])[CH2:19][C:20]2[CH:25]=[C:24]([F:26])[CH:23]=[C:22]([F:27])[CH:21]=2)[CH2:14][CH2:15][CH3:16])=[N:9][CH:10]=1.[Li]C.[CH3:33]COCC. Product: [OH:1][C:2]([CH3:33])([CH3:30])[CH2:3][CH2:4][C:5]1[CH:6]=[CH:7][C:8]([NH:11][C:12](=[O:29])[CH:13]([NH:17][C:18](=[O:28])[CH2:19][C:20]2[CH:25]=[C:24]([F:26])[CH:23]=[C:22]([F:27])[CH:21]=2)[CH2:14][CH2:15][CH3:16])=[N:9][CH:10]=1. The catalyst class is: 1. (7) Reactant: [Br:1][CH2:2][C:3]([C:5]1[CH:12]=[CH:11][C:8]([C:9]#[N:10])=[CH:7][CH:6]=1)=[O:4].B.CSC. Product: [Br:1][CH2:2][CH:3]([C:5]1[CH:12]=[CH:11][C:8]([C:9]#[N:10])=[CH:7][CH:6]=1)[OH:4]. The catalyst class is: 1. (8) Reactant: C(OC([N:8]1[CH2:13][CH2:12][CH:11]([C:14]2[N:15]=[C:16]([S:23][CH2:24][C:25]3[CH:30]=[C:29]([CH3:31])[CH:28]=[CH:27][C:26]=3[CH3:32])[NH:17][C:18](=[O:22])[C:19]=2[C:20]#[N:21])[CH2:10][CH2:9]1)=O)(C)(C)C.C(O)(C(F)(F)F)=O. Product: [CH3:32][C:26]1[CH:27]=[CH:28][C:29]([CH3:31])=[CH:30][C:25]=1[CH2:24][S:23][C:16]1[NH:17][C:18](=[O:22])[C:19]([C:20]#[N:21])=[C:14]([CH:11]2[CH2:12][CH2:13][NH:8][CH2:9][CH2:10]2)[N:15]=1. The catalyst class is: 2. (9) Reactant: [CH2:1]([O:8][C:9]([NH:11][CH:12]([CH2:16][C:17]1([CH3:23])[CH2:22][CH2:21][CH2:20][CH2:19][CH2:18]1)[C:13](O)=[O:14])=[O:10])[C:2]1[CH:7]=[CH:6][CH:5]=[CH:4][CH:3]=1.B.C1COCC1. Product: [OH:14][CH2:13][CH:12]([NH:11][C:9](=[O:10])[O:8][CH2:1][C:2]1[CH:3]=[CH:4][CH:5]=[CH:6][CH:7]=1)[CH2:16][C:17]1([CH3:23])[CH2:18][CH2:19][CH2:20][CH2:21][CH2:22]1. The catalyst class is: 1. (10) Reactant: [CH3:1][C:2]([S-:5])([CH3:4])[CH3:3].[Na+].[Br:7][C:8]1[C:12]2[N:13]=[CH:14][N:15]=[C:16](Cl)[C:11]=2[S:10][CH:9]=1. Product: [Br:7][C:8]1[C:12]2[N:13]=[CH:14][N:15]=[C:16]([S:5][C:2]([CH3:4])([CH3:3])[CH3:1])[C:11]=2[S:10][CH:9]=1. The catalyst class is: 16.